From a dataset of Peptide-MHC class I binding affinity with 185,985 pairs from IEDB/IMGT. Regression. Given a peptide amino acid sequence and an MHC pseudo amino acid sequence, predict their binding affinity value. This is MHC class I binding data. (1) The peptide sequence is GLFLTTEAVV. The MHC is HLA-A02:01 with pseudo-sequence HLA-A02:01. The binding affinity (normalized) is 0.494. (2) The binding affinity (normalized) is 0.739. The peptide sequence is RLFMALVAFL. The MHC is HLA-A02:03 with pseudo-sequence HLA-A02:03. (3) The MHC is HLA-B15:01 with pseudo-sequence HLA-B15:01. The peptide sequence is FAGDLYRMY. The binding affinity (normalized) is 0.381. (4) The peptide sequence is MYQSVMDGKM. The MHC is Mamu-B17 with pseudo-sequence Mamu-B17. The binding affinity (normalized) is 0.190. (5) The MHC is HLA-A02:03 with pseudo-sequence HLA-A02:03. The peptide sequence is SRSKPAAMY. The binding affinity (normalized) is 0.0847. (6) The peptide sequence is YTGDFDSVF. The MHC is Patr-B0101 with pseudo-sequence Patr-B0101. The binding affinity (normalized) is 0.0477.